From a dataset of Forward reaction prediction with 1.9M reactions from USPTO patents (1976-2016). Predict the product of the given reaction. (1) The product is: [CH2:45]([O:44][C:42]([C:37]1([NH:36][C:35]([CH:9]2[CH2:10][CH:11]([O:13][C:14]3[C:23]4[C:18](=[C:19]([Cl:26])[C:20]([O:24][CH3:25])=[CH:21][CH:22]=4)[N:17]=[C:16]([C:27]4[S:28][CH:29]=[C:30]([CH:32]([CH3:33])[CH3:34])[N:31]=4)[CH:15]=3)[CH2:12][NH:8]2)=[O:47])[CH2:39][CH:38]1[CH:40]=[CH2:41])=[O:43])[CH3:46]. Given the reactants C(OC([N:8]1[CH2:12][CH:11]([O:13][C:14]2[C:23]3[C:18](=[C:19]([Cl:26])[C:20]([O:24][CH3:25])=[CH:21][CH:22]=3)[N:17]=[C:16]([C:27]3[S:28][CH:29]=[C:30]([CH:32]([CH3:34])[CH3:33])[N:31]=3)[CH:15]=2)[CH2:10][CH:9]1[C:35](=[O:47])[NH:36][C:37]1([C:42]([O:44][CH2:45][CH3:46])=[O:43])[CH2:39][CH:38]1[CH:40]=[CH2:41])=O)(C)(C)C.FC(F)(F)C(O)=O, predict the reaction product. (2) Given the reactants [Cl:1][C:2]1[CH:3]=[CH:4][C:5]([C:8]([NH:30][C:31](=[O:40])[NH:32][C:33]([CH3:39])([CH3:38])[CH2:34][C:35]([OH:37])=O)([C:16]2[CH:21]=[C:20]([O:22][C:23]([F:28])([F:27])[CH:24]([F:26])[F:25])[CH:19]=[C:18]([F:29])[CH:17]=2)[CH2:9][C:10]2[CH:15]=[CH:14][CH:13]=[CH:12][CH:11]=2)=[N:6][CH:7]=1.C1C=CC2N(O)N=[N:47]C=2C=1.CCN=C=NCCCN(C)C.[NH4+].[OH-], predict the reaction product. The product is: [Cl:1][C:2]1[CH:3]=[CH:4][C:5]([C:8]([NH:30][C:31](=[O:40])[NH:32][C:33]([CH3:38])([CH3:39])[CH2:34][C:35]([NH2:47])=[O:37])([C:16]2[CH:21]=[C:20]([O:22][C:23]([F:27])([F:28])[CH:24]([F:26])[F:25])[CH:19]=[C:18]([F:29])[CH:17]=2)[CH2:9][C:10]2[CH:11]=[CH:12][CH:13]=[CH:14][CH:15]=2)=[N:6][CH:7]=1. (3) Given the reactants [Li+].[OH-].[O:3]=[C:4]1[N:10]([CH:11]2[CH2:16][CH2:15][N:14]([C:17]([O:19][C@H:20]([CH2:41][C:42]3[CH:51]=[C:50]([CH3:52])[C:45]4[NH:46][C:47](=[O:49])[O:48][C:44]=4[CH:43]=3)[C:21]([N:23]3[CH2:28][CH2:27][CH:26]([CH:29]4[CH2:34][CH2:33][N:32]([CH2:35][C:36]([O:38]CC)=[O:37])[CH2:31][CH2:30]4)[CH2:25][CH2:24]3)=[O:22])=[O:18])[CH2:13][CH2:12]2)[CH2:9][CH2:8][C:7]2[CH:53]=[CH:54][CH:55]=[CH:56][C:6]=2[NH:5]1.Cl, predict the reaction product. The product is: [O:3]=[C:4]1[N:10]([CH:11]2[CH2:16][CH2:15][N:14]([C:17]([O:19][C@H:20]([CH2:41][C:42]3[CH:51]=[C:50]([CH3:52])[C:45]4[NH:46][C:47](=[O:49])[O:48][C:44]=4[CH:43]=3)[C:21]([N:23]3[CH2:28][CH2:27][CH:26]([CH:29]4[CH2:34][CH2:33][N:32]([CH2:35][C:36]([OH:38])=[O:37])[CH2:31][CH2:30]4)[CH2:25][CH2:24]3)=[O:22])=[O:18])[CH2:13][CH2:12]2)[CH2:9][CH2:8][C:7]2[CH:53]=[CH:54][CH:55]=[CH:56][C:6]=2[NH:5]1.